From a dataset of Peptide-MHC class I binding affinity with 185,985 pairs from IEDB/IMGT. Regression. Given a peptide amino acid sequence and an MHC pseudo amino acid sequence, predict their binding affinity value. This is MHC class I binding data. The peptide sequence is LIMPARFYPK. The MHC is Patr-A0301 with pseudo-sequence Patr-A0301. The binding affinity (normalized) is 0.802.